This data is from Retrosynthesis with 50K atom-mapped reactions and 10 reaction types from USPTO. The task is: Predict the reactants needed to synthesize the given product. (1) Given the product N#Cc1ccc(CO)cc1, predict the reactants needed to synthesize it. The reactants are: N#Cc1ccc(C=O)cc1. (2) Given the product CC(C)(C)OC(=O)N1CCC2(c3ccc(Cl)cc3)OC2(C)C1, predict the reactants needed to synthesize it. The reactants are: CC1=C(c2ccc(Cl)cc2)CCN(C(=O)OC(C)(C)C)C1.O=S([O-])[O-].